Task: Predict the reaction yield, written as a fraction of the theoretical maximum amount of product (1.0 means a 100% yield; for example, 0.34 means a 34% yield).. Dataset: Reaction yield outcomes from USPTO patents with 853,638 reactions (1) The reactants are [F:1][C:2]([F:7])([F:6])[C:3]([OH:5])=[O:4].[Br:8][C:9]1[CH:10]=[C:11]([N:16]2[C:20](=[O:21])[O:19][N:18]=[C:17]2[C:22]2[C:23]([NH:27][C:28](=O)[C:29]3[CH:34]=[CH:33][C:32]([CH2:35][N:36]4[CH2:41][CH2:40][S:39](=[O:43])(=[O:42])[CH2:38][CH2:37]4)=[CH:31][CH:30]=3)=[N:24][O:25][N:26]=2)[CH:12]=[CH:13][C:14]=1[F:15].P(Cl)(Cl)(Cl)(Cl)Cl.C([BH3-])#N.[Na+]. The catalyst is N1C=CC=CC=1. The product is [F:1][C:2]([F:7])([F:6])[C:3]([OH:5])=[O:4].[Br:8][C:9]1[CH:10]=[C:11]([N:16]2[C:20](=[O:21])[O:19][N:18]=[C:17]2[C:22]2[C:23]([NH:27][CH2:28][C:29]3[CH:30]=[CH:31][C:32]([CH2:35][N:36]4[CH2:41][CH2:40][S:39](=[O:43])(=[O:42])[CH2:38][CH2:37]4)=[CH:33][CH:34]=3)=[N:24][O:25][N:26]=2)[CH:12]=[CH:13][C:14]=1[F:15]. The yield is 0.470. (2) The reactants are [OH:1][C@H:2]1[CH2:6][NH:5][C@H:4]([C:7]([OH:9])=[O:8])[CH2:3]1.FC(F)(F)C(O)=O.FC(F)(F)S(O)(=O)=O.[C:25]([Cl:29])(=[O:28])[CH:26]=[CH2:27]. The catalyst is C(OCC)C. The product is [ClH:29].[C:25]([O:8][C:7](=[O:9])[C@@H:4]1[CH2:3][C@@H:2]([OH:1])[CH2:6][NH:5]1)(=[O:28])[CH:26]=[CH2:27]. The yield is 0.520. (3) The reactants are [C:1]([O:4][CH:5]1[CH2:10][CH2:9][N:8]([C:11]2[CH:16]=[CH:15][C:14]([Br:17])=[CH:13]N=2)[CH2:7][CH2:6]1)(=[O:3])[CH3:2].Br[C:19]1C=CC(N2CCC(O)CC2)=CC=1. No catalyst specified. The product is [C:1]([O:4][CH:5]1[CH2:10][CH2:9][N:8]([C:11]2[CH:19]=[CH:13][C:14]([Br:17])=[CH:15][CH:16]=2)[CH2:7][CH2:6]1)(=[O:3])[CH3:2]. The yield is 0.920. (4) The reactants are [CH2:1]([CH:3]=[CH:4][PH:5](=[O:7])[OH:6])[CH3:2].[CH2:8](O)[CH2:9][CH2:10][CH2:11][OH:12]. The catalyst is C1(C)C=CC=CC=1. The product is [CH2:1]([CH:3]=[CH:4][PH:5](=[O:6])[O:7][CH2:8][CH2:9][CH2:10][CH2:11][OH:12])[CH3:2]. The yield is 0.900. (5) The reactants are Cl[C:2]1[CH:3]=[C:4]([F:9])[C:5]([F:8])=[N:6][CH:7]=1.[B:10]1([B:10]2[O:14][C:13]([CH3:16])([CH3:15])[C:12]([CH3:18])([CH3:17])[O:11]2)[O:14][C:13]([CH3:16])([CH3:15])[C:12]([CH3:18])([CH3:17])[O:11]1.CC(C1C=C(C(C)C)C(C2C=CC=CC=2P(C2CCCCC2)C2CCCCC2)=C(C(C)C)C=1)C. The catalyst is C1C=CC(/C=C/C(/C=C/C2C=CC=CC=2)=O)=CC=1.C1C=CC(/C=C/C(/C=C/C2C=CC=CC=2)=O)=CC=1.C1C=CC(/C=C/C(/C=C/C2C=CC=CC=2)=O)=CC=1.[Pd].[Pd].O1CCOCC1. The product is [F:8][C:5]1[C:4]([F:9])=[CH:3][C:2]([B:10]2[O:14][C:13]([CH3:16])([CH3:15])[C:12]([CH3:18])([CH3:17])[O:11]2)=[CH:7][N:6]=1. The yield is 0.690. (6) The reactants are [CH3:1][C:2]1[C:10]2[N:9]=[C:8]([CH2:11][CH2:12][CH3:13])[N:7]([CH2:14][CH2:15]O)[C:6]=2[CH:5]=[C:4]([C:17]2[N:21]([CH3:22])[C:20]3[CH:23]=[CH:24][CH:25]=[CH:26][C:19]=3[N:18]=2)[CH:3]=1.C(Br)(Br)(Br)[Br:28].C1C=CC(P(C2C=CC=CC=2)C2C=CC=CC=2)=CC=1. The catalyst is C(Cl)Cl. The product is [Br:28][CH2:15][CH2:14][N:7]1[C:6]2[CH:5]=[C:4]([C:17]3[N:21]([CH3:22])[C:20]4[CH:23]=[CH:24][CH:25]=[CH:26][C:19]=4[N:18]=3)[CH:3]=[C:2]([CH3:1])[C:10]=2[N:9]=[C:8]1[CH2:11][CH2:12][CH3:13]. The yield is 0.580.